From a dataset of NCI-60 drug combinations with 297,098 pairs across 59 cell lines. Regression. Given two drug SMILES strings and cell line genomic features, predict the synergy score measuring deviation from expected non-interaction effect. (1) Drug 1: CNC(=O)C1=CC=CC=C1SC2=CC3=C(C=C2)C(=NN3)C=CC4=CC=CC=N4. Drug 2: C1=CC(=CC=C1C#N)C(C2=CC=C(C=C2)C#N)N3C=NC=N3. Cell line: OVCAR-5. Synergy scores: CSS=-4.53, Synergy_ZIP=1.22, Synergy_Bliss=-0.806, Synergy_Loewe=-2.17, Synergy_HSA=-2.65. (2) Drug 1: CN(C)C1=NC(=NC(=N1)N(C)C)N(C)C. Drug 2: CC(C)(C#N)C1=CC(=CC(=C1)CN2C=NC=N2)C(C)(C)C#N. Cell line: U251. Synergy scores: CSS=-8.06, Synergy_ZIP=0.313, Synergy_Bliss=-7.05, Synergy_Loewe=-11.6, Synergy_HSA=-9.60. (3) Drug 1: COC1=NC(=NC2=C1N=CN2C3C(C(C(O3)CO)O)O)N. Drug 2: CN(C(=O)NC(C=O)C(C(C(CO)O)O)O)N=O. Cell line: SNB-75. Synergy scores: CSS=-3.07, Synergy_ZIP=1.33, Synergy_Bliss=0.572, Synergy_Loewe=-6.11, Synergy_HSA=-5.40. (4) Drug 1: CC1=C(C=C(C=C1)NC2=NC=CC(=N2)N(C)C3=CC4=NN(C(=C4C=C3)C)C)S(=O)(=O)N.Cl. Drug 2: CCC1(CC2CC(C3=C(CCN(C2)C1)C4=CC=CC=C4N3)(C5=C(C=C6C(=C5)C78CCN9C7C(C=CC9)(C(C(C8N6C)(C(=O)OC)O)OC(=O)C)CC)OC)C(=O)OC)O.OS(=O)(=O)O. Cell line: HOP-62. Synergy scores: CSS=37.5, Synergy_ZIP=12.0, Synergy_Bliss=13.1, Synergy_Loewe=-7.67, Synergy_HSA=13.7. (5) Drug 1: CNC(=O)C1=CC=CC=C1SC2=CC3=C(C=C2)C(=NN3)C=CC4=CC=CC=N4. Drug 2: CC1C(C(CC(O1)OC2CC(OC(C2O)C)OC3=CC4=CC5=C(C(=O)C(C(C5)C(C(=O)C(C(C)O)O)OC)OC6CC(C(C(O6)C)O)OC7CC(C(C(O7)C)O)OC8CC(C(C(O8)C)O)(C)O)C(=C4C(=C3C)O)O)O)O. Cell line: HCT116. Synergy scores: CSS=10.4, Synergy_ZIP=-3.47, Synergy_Bliss=-2.63, Synergy_Loewe=-1.80, Synergy_HSA=-2.14.